From a dataset of Full USPTO retrosynthesis dataset with 1.9M reactions from patents (1976-2016). Predict the reactants needed to synthesize the given product. (1) Given the product [N:1]1([C:8]([S:10][CH2:11][C:12]2[CH:17]=[CH:16][CH:15]=[CH:14][CH:13]=2)=[S:9])[CH:5]=[CH:4][CH:3]=[CH:2]1, predict the reactants needed to synthesize it. The reactants are: [NH:1]1[CH:5]=[CH:4][CH:3]=[CH:2]1.[H-].[Na+].[C:8](=[S:10])=[S:9].[CH2:11](Cl)[C:12]1[CH:17]=[CH:16][CH:15]=[CH:14][CH:13]=1. (2) Given the product [Cl:1][C:2]1[N:7]=[CH:6][N:5]=[C:4]([C:8]([NH:10][C:11]2[CH:16]=[CH:15][C:14]([S:17]([NH:23][CH2:24][CH2:25][C:26]([O:28][C:29]([CH3:32])([CH3:31])[CH3:30])=[O:27])(=[O:19])=[O:18])=[CH:13][C:12]=2[CH3:21])=[O:9])[CH:3]=1, predict the reactants needed to synthesize it. The reactants are: [Cl:1][C:2]1[N:7]=[CH:6][N:5]=[C:4]([C:8]([NH:10][C:11]2[CH:16]=[CH:15][C:14]([S:17](Cl)(=[O:19])=[O:18])=[CH:13][C:12]=2[CH3:21])=[O:9])[CH:3]=1.Cl.[NH2:23][CH2:24][CH2:25][C:26]([O:28][C:29]([CH3:32])([CH3:31])[CH3:30])=[O:27].C(NC(C)C)(C)C. (3) Given the product [C:28]([O:31][C:32]([N:20]1[C:21]2[C:26](=[CH:25][CH:24]=[CH:23][CH:22]=2)[C:18]([C:16](=[O:17])[NH:15][C:12]2[CH:13]=[N:14][C:9]([O:8][C:7]3[C:2]([CH3:1])=[N:3][CH:4]=[CH:5][CH:6]=3)=[CH:10][CH:11]=2)=[CH:19]1)=[O:33])([CH3:30])([CH3:29])[CH3:27], predict the reactants needed to synthesize it. The reactants are: [CH3:1][C:2]1[C:7]([O:8][C:9]2[N:14]=[CH:13][C:12]([NH:15][C:16]([C:18]3[C:26]4[C:21](=[CH:22][CH:23]=[CH:24][CH:25]=4)[NH:20][CH:19]=3)=[O:17])=[CH:11][CH:10]=2)=[CH:6][CH:5]=[CH:4][N:3]=1.[CH3:27][C:28]([O:31][C:32](O[C:32]([O:31][C:28]([CH3:30])([CH3:29])[CH3:27])=[O:33])=[O:33])([CH3:30])[CH3:29].C(N(CC)CC)C. (4) Given the product [C:5]([Si:2]([CH3:4])([CH3:3])[O:1][C:9]1[CH:14]=[CH:13][C:12]([O:15][CH2:32][C:30]2[CH:31]=[C:25]3[C:24](=[O:34])[N:23]([C:20]4[CH:19]=[CH:18][C:17]([F:16])=[CH:22][N:21]=4)[CH2:28][CH2:27][N:26]3[N:29]=2)=[CH:11][CH:10]=1)([CH3:8])([CH3:7])[CH3:6], predict the reactants needed to synthesize it. The reactants are: [O:1]([C:9]1[CH:14]=[CH:13][C:12]([OH:15])=[CH:11][CH:10]=1)[Si:2]([C:5]([CH3:8])([CH3:7])[CH3:6])([CH3:4])[CH3:3].[F:16][C:17]1[CH:18]=[CH:19][C:20]([N:23]2[CH2:28][CH2:27][N:26]3[N:29]=[C:30]([CH2:32]O)[CH:31]=[C:25]3[C:24]2=[O:34])=[N:21][CH:22]=1.FC1C=CC(N2CCN3N=C(COC4C=CC(C)=CC=4)C=C3C2=O)=CC=1. (5) Given the product [Cl:23][C:17]1[CH:18]=[C:19]([Cl:22])[CH:20]=[CH:21][C:16]=1[CH2:15][O:14][C:12]1[CH:11]=[C:10]([CH3:24])[C:9]2[C:5]([CH2:4][C:3]([OH:25])=[O:2])=[CH:6][S:7][C:8]=2[CH:13]=1, predict the reactants needed to synthesize it. The reactants are: C[O:2][C:3](=[O:25])[CH2:4][C:5]1[C:9]2[C:10]([CH3:24])=[CH:11][C:12]([O:14][CH2:15][C:16]3[CH:21]=[CH:20][C:19]([Cl:22])=[CH:18][C:17]=3[Cl:23])=[CH:13][C:8]=2[S:7][CH:6]=1.[OH-].[Na+]. (6) The reactants are: [CH3:1][N:2]1[CH2:7][CH2:6][N:5]([CH:8]2[CH2:13][CH2:12][C:11](=[O:14])[CH2:10][CH2:9]2)[CH2:4][C:3]1=[O:15].O1CCCC1. Given the product [OH:14][C@H:11]1[CH2:10][CH2:9][C@@H:8]([N:5]2[CH2:6][CH2:7][N:2]([CH3:1])[C:3](=[O:15])[CH2:4]2)[CH2:13][CH2:12]1, predict the reactants needed to synthesize it. (7) Given the product [Br:7][C:8]1[C:16]2[C:11](=[N:12][CH:13]=[C:14]([NH:17][C:18](=[O:40])[C:19]3[C:24]([F:25])=[CH:23][CH:22]=[C:21]([NH:26][S:27]([CH2:30][CH2:31][CH3:32])(=[O:29])=[O:28])[C:20]=3[F:39])[CH:15]=2)[NH:10][N:9]=1, predict the reactants needed to synthesize it. The reactants are: C([O-])([O-])=O.[K+].[K+].[Br:7][C:8]1[C:16]2[C:11](=[N:12][CH:13]=[C:14]([NH:17][C:18](=[O:40])[C:19]3[C:24]([F:25])=[CH:23][CH:22]=[C:21]([N:26](S(CCC)(=O)=O)[S:27]([CH2:30][CH2:31][CH3:32])(=[O:29])=[O:28])[C:20]=3[F:39])[CH:15]=2)[N:10](S(C2C=CC(C)=CC=2)(=O)=O)[N:9]=1. (8) Given the product [C:1]1([CH:7]2[C:16]3[CH:15]=[C:14]([C:17]([O:19][CH3:20])=[O:18])[CH:13]=[CH:12][C:11]=3[CH2:10][CH2:9][CH2:8]2)[CH:2]=[CH:3][CH:4]=[CH:5][CH:6]=1, predict the reactants needed to synthesize it. The reactants are: [C:1]1([C:7]2[C:16]3[CH:15]=[C:14]([C:17]([O:19][CH3:20])=[O:18])[CH:13]=[CH:12][C:11]=3[CH2:10][CH2:9][CH:8]=2)[CH:6]=[CH:5][CH:4]=[CH:3][CH:2]=1.[H][H]. (9) Given the product [Cl:14][C:11]1[CH:12]=[CH:13][C:8]([C:7]([OH:21])=[O:6])=[CH:9][C:10]=1[O:15][CH2:16][CH2:17][CH2:18][O:19][CH3:20], predict the reactants needed to synthesize it. The reactants are: COCCC[O:6][C:7](=[O:21])[C:8]1[CH:13]=[CH:12][C:11]([Cl:14])=[C:10]([O:15][CH2:16][CH2:17][CH2:18][O:19][CH3:20])[CH:9]=1.[OH-].[Na+].Cl.